This data is from Forward reaction prediction with 1.9M reactions from USPTO patents (1976-2016). The task is: Predict the product of the given reaction. (1) Given the reactants [CH:1]([C:4]1[C:9](=[O:10])[N:8]2[N:11]=[CH:12][C:13]([C:14]#[N:15])=[C:7]2[NH:6][C:5]=1[C:16]1[CH:17]=[N:18][N:19]([CH:21]2[CH2:26][CH2:25]S[CH2:23][CH2:22]2)[CH:20]=1)([CH3:3])[CH3:2].O[O:28][S:29]([O-:31])=O.[K+], predict the reaction product. The product is: [O:28]=[S:29]1(=[O:31])[CH2:25][CH2:26][CH:21]([N:19]2[CH:20]=[C:16]([C:5]3[NH:6][C:7]4[N:8]([N:11]=[CH:12][C:13]=4[C:14]#[N:15])[C:9](=[O:10])[C:4]=3[CH:1]([CH3:3])[CH3:2])[CH:17]=[N:18]2)[CH2:22][CH2:23]1. (2) Given the reactants Br[C:2]1[CH:3]=[C:4]([C:9]([F:12])=[CH:10][N:11]=1)[C:5]([O:7]C)=[O:6].O1CCC[CH2:14]1.C[Al](C)C.[Cl-].[NH4+], predict the reaction product. The product is: [F:12][C:9]1[C:4]([C:5]([OH:7])=[O:6])=[CH:3][C:2]([CH3:14])=[N:11][CH:10]=1.